This data is from Forward reaction prediction with 1.9M reactions from USPTO patents (1976-2016). The task is: Predict the product of the given reaction. (1) Given the reactants [CH3:1][O:2][C:3]1[CH:10]=[CH:9][C:8]([C:11]2[C:19]3[C:14](=[N:15][CH:16]=[CH:17][CH:18]=3)[NH:13][CH:12]=2)=[CH:7][C:4]=1[C:5]#[N:6].C(=O)([O-])[O-:21].[K+].[K+].OO, predict the reaction product. The product is: [CH3:1][O:2][C:3]1[CH:10]=[CH:9][C:8]([C:11]2[C:19]3[C:14](=[N:15][CH:16]=[CH:17][CH:18]=3)[NH:13][CH:12]=2)=[CH:7][C:4]=1[C:5]([NH2:6])=[O:21]. (2) Given the reactants [OH:1][CH2:2][CH2:3][N:4]1[CH2:8][CH2:7][NH:6][C:5]1=[O:9].[H-].[Na+].[S:12]1[C:16]([C:17]2[C:22]([Br:23])=[CH:21][N:20]=[C:19](Cl)[N:18]=2)=[CH:15][C:14]2[CH:25]=[CH:26][CH:27]=[CH:28][C:13]1=2, predict the reaction product. The product is: [S:12]1[C:16]([C:17]2[C:22]([Br:23])=[CH:21][N:20]=[C:19]([O:1][CH2:2][CH2:3][N:4]3[CH2:8][CH2:7][NH:6][C:5]3=[O:9])[N:18]=2)=[CH:15][C:14]2[CH:25]=[CH:26][CH:27]=[CH:28][C:13]1=2. (3) Given the reactants [CH2:1]([O:8][C:9]1[CH:14]=[CH:13][C:12]([C:15]2[NH:24][C:18]3=[N:19][C:20](Cl)=[CH:21][CH:22]=[C:17]3[N:16]=2)=[CH:11][CH:10]=1)[C:2]1[CH:7]=[CH:6][CH:5]=[CH:4][CH:3]=1.CC1(C)C(C)(C)OB([C:33]2[CH2:38][CH2:37][N:36]([C:39]([O:41][C:42]([CH3:45])([CH3:44])[CH3:43])=[O:40])[CH2:35][CH:34]=2)O1.CN(C=O)C.C([O-])([O-])=O.[Na+].[Na+], predict the reaction product. The product is: [CH2:1]([O:8][C:9]1[CH:14]=[CH:13][C:12]([C:15]2[NH:24][C:18]3=[N:19][C:20]([C:33]4[CH2:38][CH2:37][N:36]([C:39]([O:41][C:42]([CH3:45])([CH3:44])[CH3:43])=[O:40])[CH2:35][CH:34]=4)=[CH:21][CH:22]=[C:17]3[N:16]=2)=[CH:11][CH:10]=1)[C:2]1[CH:7]=[CH:6][CH:5]=[CH:4][CH:3]=1. (4) The product is: [CH3:22][O:21][C:19]([C:15]1[CH2:16][CH2:12][CH:10]([CH3:11])[CH:14]=1)=[O:20]. Given the reactants [Li]CCCC.C(N[CH:10]([CH3:12])[CH3:11])(C)C.O=[C:14]1CC[CH2:16][CH:15]1[C:19]([O:21][CH3:22])=[O:20].CI, predict the reaction product. (5) Given the reactants [CH3:1][S:2]([C:5]1[CH:10]=[CH:9][C:8]([CH2:11][C:12]([OH:14])=[O:13])=[CH:7][CH:6]=1)(=[O:4])=[O:3].[N+](=[CH2:17])=[N-], predict the reaction product. The product is: [CH3:17][O:13][C:12](=[O:14])[CH2:11][C:8]1[CH:7]=[CH:6][C:5]([S:2]([CH3:1])(=[O:3])=[O:4])=[CH:10][CH:9]=1.